The task is: Predict the product of the given reaction.. This data is from Forward reaction prediction with 1.9M reactions from USPTO patents (1976-2016). (1) Given the reactants [Cl:1][C:2]1[CH:7]=[C:6]([N:8]2[CH2:12][CH2:11][CH2:10][CH2:9]2)[CH:5]=[CH:4][C:3]=1[C:13](=[O:39])[CH2:14][C:15]([C:17]1[C:18](O)=[C:19]([CH:27]2[CH2:31][CH2:30][N:29]([CH3:32])[CH:28]2[CH2:33][O:34]C(=O)C)[C:20]([O:25][CH3:26])=[CH:21][C:22]=1[O:23][CH3:24])=[O:16].C([O-])([O-])=O.[Na+].[Na+], predict the reaction product. The product is: [Cl:1][C:2]1[CH:7]=[C:6]([N:8]2[CH2:12][CH2:11][CH2:10][CH2:9]2)[CH:5]=[CH:4][C:3]=1[C:13]1[O:39][C:18]2[C:17]([C:15](=[O:16])[CH:14]=1)=[C:22]([O:23][CH3:24])[CH:21]=[C:20]([O:25][CH3:26])[C:19]=2[C@@H:27]1[CH2:31][CH2:30][N:29]([CH3:32])[C@H:28]1[CH2:33][OH:34]. (2) Given the reactants Cl[C:2]1[C:11]2=[N:12][N:13](CC3C=CC(OC)=CC=3)[CH:14]=[C:10]2[C:9]2[CH:8]=[C:7]([O:24][CH3:25])[CH:6]=[CH:5][C:4]=2[N:3]=1.[F:26][C:27]([F:39])([F:38])[S:28]([C:31]1[CH:32]=[C:33]([CH:35]=[CH:36][CH:37]=1)[NH2:34])(=[O:30])=[O:29].Cl, predict the reaction product. The product is: [CH3:25][O:24][C:7]1[CH:6]=[CH:5][C:4]2[N:3]=[C:2]([NH:34][C:33]3[CH:35]=[CH:36][CH:37]=[C:31]([S:28]([C:27]([F:39])([F:26])[F:38])(=[O:30])=[O:29])[CH:32]=3)[C:11]3=[N:12][NH:13][CH:14]=[C:10]3[C:9]=2[CH:8]=1. (3) Given the reactants C(=O)([O-])[O-].[K+].[K+].[Br:7][CH:8](Br)[CH3:9].[CH2:11]([O:13][C:14]([C:16]1[CH:21]=[C:20]([OH:22])[CH:19]=[C:18]([C:23]2[CH:28]=[CH:27][CH:26]=[CH:25][CH:24]=2)[N:17]=1)=[O:15])[CH3:12], predict the reaction product. The product is: [CH2:11]([O:13][C:14]([C:16]1[CH:21]=[C:20]([O:22][CH2:9][CH2:8][Br:7])[CH:19]=[C:18]([C:23]2[CH:28]=[CH:27][CH:26]=[CH:25][CH:24]=2)[N:17]=1)=[O:15])[CH3:12]. (4) The product is: [CH3:1][O:2][C:3]1[C:4](=[O:37])[C:5]([CH3:36])=[C:6]([CH2:12][C:13]2[CH:14]=[CH:15][C:16]([OH:32])=[C:17]([CH:31]=2)[C:18]([NH:20][C:21]2[CH:26]=[CH:25][CH:24]=[C:23]([C:27]([F:28])([F:30])[F:29])[CH:22]=2)=[O:19])[C:7](=[O:11])[C:8]=1[O:9][CH3:10]. Given the reactants [CH3:1][O:2][C:3]1[C:4](=[O:37])[C:5]([CH3:36])=[C:6]([CH2:12][C:13]2[CH:14]=[CH:15][C:16]([O:32]C(=O)C)=[C:17]([CH:31]=2)[C:18]([NH:20][C:21]2[CH:26]=[CH:25][CH:24]=[C:23]([C:27]([F:30])([F:29])[F:28])[CH:22]=2)=[O:19])[C:7](=[O:11])[C:8]=1[O:9][CH3:10].C(=O)([O-])O.[Na+], predict the reaction product. (5) The product is: [C:16]1([C@@H:13]2[NH:12][CH2:2][C:3](=[O:4])[O:15][CH2:14]2)[CH:21]=[CH:20][CH:19]=[CH:18][CH:17]=1. Given the reactants Br[CH2:2][C:3](OC1C=CC=CC=1)=[O:4].[NH2:12][C@@H:13]([C:16]1[CH:21]=[CH:20][CH:19]=[CH:18][CH:17]=1)[CH2:14][OH:15].C(N(C(C)C)CC)(C)C, predict the reaction product. (6) Given the reactants C([N:3](CC)[CH2:4][C:5]([C:14]1[CH:19]=[CH:18][CH:17]=[CH:16][CH:15]=1)([C:8]1[CH:13]=[CH:12][CH:11]=[CH:10][CH:9]=1)[CH2:6]N)C.[C:22]([NH2:26])([CH3:25])([CH3:24])[CH3:23], predict the reaction product. The product is: [C:22]([NH:26][CH2:6][C:5]([C:14]1[CH:19]=[CH:18][CH:17]=[CH:16][CH:15]=1)([C:8]1[CH:13]=[CH:12][CH:11]=[CH:10][CH:9]=1)[CH2:4][NH2:3])([CH3:25])([CH3:24])[CH3:23].